Dataset: Full USPTO retrosynthesis dataset with 1.9M reactions from patents (1976-2016). Task: Predict the reactants needed to synthesize the given product. (1) Given the product [CH3:19][N:6]1[C:5]2[S:12][C:2]([CH3:1])=[CH:3][C:4]=2[C:9](=[O:10])[N:8]([CH3:7])[C:13]1=[O:16], predict the reactants needed to synthesize it. The reactants are: [CH3:1][C:2]1[S:12][C:5]2[NH:6][C:7](=O)[NH:8][C:9](=[O:10])[C:4]=2[CH:3]=1.[C:13]([O-:16])([O-])=O.[K+].[K+].[CH3:19]I. (2) The reactants are: C(OP([CH2:9][C:10]([O:12][CH3:13])=[O:11])(OCC)=O)C.[H-].[Na+].[Br:16][C:17]1[S:21][C:20]([S:22]([N:25]2[C:33]3[C:28](=[CH:29][C:30]([CH:34]=O)=[CH:31][CH:32]=3)[CH:27]=[CH:26]2)(=[O:24])=[O:23])=[CH:19][CH:18]=1.C(OCC)(=O)C. Given the product [CH3:13][O:12][C:10](=[O:11])/[CH:9]=[CH:34]/[C:30]1[CH:29]=[C:28]2[C:33](=[CH:32][CH:31]=1)[N:25]([S:22]([C:20]1[S:21][C:17]([Br:16])=[CH:18][CH:19]=1)(=[O:23])=[O:24])[CH:26]=[CH:27]2, predict the reactants needed to synthesize it.